Dataset: CYP2C19 inhibition data for predicting drug metabolism from PubChem BioAssay. Task: Regression/Classification. Given a drug SMILES string, predict its absorption, distribution, metabolism, or excretion properties. Task type varies by dataset: regression for continuous measurements (e.g., permeability, clearance, half-life) or binary classification for categorical outcomes (e.g., BBB penetration, CYP inhibition). Dataset: cyp2c19_veith. (1) The compound is NCCc1nc(-c2nc(C(=O)O)cs2)cs1. The result is 0 (non-inhibitor). (2) The molecule is CC(=O)COC(=O)CCc1nc2ccccc2[nH]c1=O. The result is 1 (inhibitor). (3) The molecule is CCC(=O)c1ccc2c(c1)N(CCCN(C)C)c1ccccc1S2. The result is 0 (non-inhibitor).